Dataset: Catalyst prediction with 721,799 reactions and 888 catalyst types from USPTO. Task: Predict which catalyst facilitates the given reaction. (1) Reactant: [CH3:1][S:2](Cl)(=[O:4])=[O:3].[CH:6]([Si:9]([CH:19]([CH3:21])[CH3:20])([CH:16]([CH3:18])[CH3:17])[O:10][CH2:11][CH2:12][CH:13]([OH:15])[CH3:14])([CH3:8])[CH3:7].C(N(CC)CC)C. Product: [CH3:14][C@H:13]([O:15][S:2]([CH3:1])(=[O:4])=[O:3])[CH2:12][CH2:11][O:10][Si:9]([CH:6]([CH3:8])[CH3:7])([CH:16]([CH3:18])[CH3:17])[CH:19]([CH3:21])[CH3:20]. The catalyst class is: 7. (2) The catalyst class is: 4. Product: [Br:1][C:2]1[S:6][C:5]([C:7]([NH2:17])=[O:9])=[N:4][CH:3]=1. Reactant: [Br:1][C:2]1[S:6][C:5]([C:7]([OH:9])=O)=[N:4][CH:3]=1.C(Cl)(=O)C(Cl)=O.C[N:17](C=O)C. (3) Reactant: C[O-].[Na+].[C:4]([C@H:6]1[CH2:10][CH2:9][CH2:8][N:7]1[C:11]([O:13][CH2:14][C:15]1[CH:20]=[CH:19][CH:18]=[CH:17][CH:16]=1)=[O:12])#[N:5].[Cl-].[NH4+:22].[CH3:23][C:24]1([CH3:35])[CH2:29][CH:28]([C:30](OC)=[O:31])[C:27](=O)[CH2:26][CH2:25]1. Product: [OH:31][C:30]1[C:28]2[CH2:29][C:24]([CH3:35])([CH3:23])[CH2:25][CH2:26][C:27]=2[N:22]=[C:4]([C@H:6]2[CH2:10][CH2:9][CH2:8][N:7]2[C:11]([O:13][CH2:14][C:15]2[CH:20]=[CH:19][CH:18]=[CH:17][CH:16]=2)=[O:12])[N:5]=1. The catalyst class is: 5. (4) Reactant: [C:1]1([S:7](Cl)(=[O:9])=[O:8])[CH:6]=[CH:5][CH:4]=[CH:3][CH:2]=1.[NH:11]1[C:19]2[C:14](=[CH:15][CH:16]=[CH:17][CH:18]=2)[CH2:13][CH2:12]1.CCN(CC)CC. Product: [C:1]1([S:7]([N:11]2[C:19]3[C:14](=[CH:15][CH:16]=[CH:17][CH:18]=3)[CH2:13][CH2:12]2)(=[O:9])=[O:8])[CH:6]=[CH:5][CH:4]=[CH:3][CH:2]=1. The catalyst class is: 79. (5) Reactant: [H-].[Na+].[F:3][C:4]1[C:5]([CH2:16][N:17]([CH3:25])[C:18](=[O:24])[O:19][C:20]([CH3:23])([CH3:22])[CH3:21])=[CH:6][NH:7][C:8]=1[C:9]1[C:10]([F:15])=[N:11][CH:12]=[CH:13][CH:14]=1.C1OCCOCCOCCOCCOC1.[C:41]([C:43]1[CH:44]=[C:45]([S:49](Cl)(=[O:51])=[O:50])[CH:46]=[CH:47][CH:48]=1)#[N:42]. Product: [C:41]([C:43]1[CH:44]=[C:45]([S:49]([N:7]2[C:8]([C:9]3[C:10]([F:15])=[N:11][CH:12]=[CH:13][CH:14]=3)=[C:4]([F:3])[C:5]([CH2:16][N:17]([CH3:25])[C:18](=[O:24])[O:19][C:20]([CH3:21])([CH3:22])[CH3:23])=[CH:6]2)(=[O:51])=[O:50])[CH:46]=[CH:47][CH:48]=1)#[N:42]. The catalyst class is: 30. (6) Reactant: [Br:1][C:2]1[NH:6][C:5]2[CH:7]=[CH:8][CH:9]=[CH:10][C:4]=2[N:3]=1.[CH2:11](Br)[CH:12]=[CH2:13].O1CCOCC1.[OH-].[Na+]. Product: [CH2:13]([N:3]1[C:4]2[CH:10]=[CH:9][CH:8]=[CH:7][C:5]=2[N:6]=[C:2]1[Br:1])[CH:12]=[CH2:11]. The catalyst class is: 13.